Dataset: NCI-60 drug combinations with 297,098 pairs across 59 cell lines. Task: Regression. Given two drug SMILES strings and cell line genomic features, predict the synergy score measuring deviation from expected non-interaction effect. (1) Drug 1: CCC1=CC2CC(C3=C(CN(C2)C1)C4=CC=CC=C4N3)(C5=C(C=C6C(=C5)C78CCN9C7C(C=CC9)(C(C(C8N6C)(C(=O)OC)O)OC(=O)C)CC)OC)C(=O)OC.C(C(C(=O)O)O)(C(=O)O)O. Drug 2: CNC(=O)C1=NC=CC(=C1)OC2=CC=C(C=C2)NC(=O)NC3=CC(=C(C=C3)Cl)C(F)(F)F. Cell line: SK-OV-3. Synergy scores: CSS=52.2, Synergy_ZIP=-4.18, Synergy_Bliss=-2.07, Synergy_Loewe=-19.5, Synergy_HSA=0.562. (2) Drug 1: C1=C(C(=O)NC(=O)N1)F. Drug 2: CCCCCOC(=O)NC1=NC(=O)N(C=C1F)C2C(C(C(O2)C)O)O. Cell line: SR. Synergy scores: CSS=41.8, Synergy_ZIP=-7.44, Synergy_Bliss=-13.4, Synergy_Loewe=-24.8, Synergy_HSA=-13.0. (3) Drug 1: CC1C(C(=O)NC(C(=O)N2CCCC2C(=O)N(CC(=O)N(C(C(=O)O1)C(C)C)C)C)C(C)C)NC(=O)C3=C4C(=C(C=C3)C)OC5=C(C(=O)C(=C(C5=N4)C(=O)NC6C(OC(=O)C(N(C(=O)CN(C(=O)C7CCCN7C(=O)C(NC6=O)C(C)C)C)C)C(C)C)C)N)C. Drug 2: C1CN(P(=O)(OC1)NCCCl)CCCl. Cell line: NCI-H322M. Synergy scores: CSS=6.46, Synergy_ZIP=-0.498, Synergy_Bliss=0.531, Synergy_Loewe=-9.76, Synergy_HSA=-1.66. (4) Drug 1: C1=CC=C(C=C1)NC(=O)CCCCCCC(=O)NO. Drug 2: C(CN)CNCCSP(=O)(O)O. Cell line: UACC-257. Synergy scores: CSS=21.7, Synergy_ZIP=-3.65, Synergy_Bliss=2.83, Synergy_Loewe=-19.5, Synergy_HSA=-0.563. (5) Drug 1: C1C(C(OC1N2C=C(C(=O)NC2=O)F)CO)O. Drug 2: C1CNP(=O)(OC1)N(CCCl)CCCl. Cell line: OVCAR3. Synergy scores: CSS=-5.56, Synergy_ZIP=0.876, Synergy_Bliss=1.93, Synergy_Loewe=-13.9, Synergy_HSA=-6.45. (6) Drug 1: CC1=C2C(C(=O)C3(C(CC4C(C3C(C(C2(C)C)(CC1OC(=O)C(C(C5=CC=CC=C5)NC(=O)OC(C)(C)C)O)O)OC(=O)C6=CC=CC=C6)(CO4)OC(=O)C)O)C)O. Drug 2: CN(CCCl)CCCl.Cl. Cell line: OVCAR-5. Synergy scores: CSS=41.6, Synergy_ZIP=-10.7, Synergy_Bliss=-14.0, Synergy_Loewe=-37.1, Synergy_HSA=-9.21. (7) Drug 1: CC1C(C(=O)NC(C(=O)N2CCCC2C(=O)N(CC(=O)N(C(C(=O)O1)C(C)C)C)C)C(C)C)NC(=O)C3=C4C(=C(C=C3)C)OC5=C(C(=O)C(=C(C5=N4)C(=O)NC6C(OC(=O)C(N(C(=O)CN(C(=O)C7CCCN7C(=O)C(NC6=O)C(C)C)C)C)C(C)C)C)N)C. Drug 2: CS(=O)(=O)CCNCC1=CC=C(O1)C2=CC3=C(C=C2)N=CN=C3NC4=CC(=C(C=C4)OCC5=CC(=CC=C5)F)Cl. Cell line: HOP-62. Synergy scores: CSS=30.4, Synergy_ZIP=7.62, Synergy_Bliss=7.86, Synergy_Loewe=10.3, Synergy_HSA=10.5. (8) Drug 1: CN(C)N=NC1=C(NC=N1)C(=O)N. Drug 2: CCN(CC)CCNC(=O)C1=C(NC(=C1C)C=C2C3=C(C=CC(=C3)F)NC2=O)C. Cell line: OVCAR-5. Synergy scores: CSS=-5.89, Synergy_ZIP=2.17, Synergy_Bliss=-2.88, Synergy_Loewe=-7.24, Synergy_HSA=-6.75.